Dataset: NCI-60 drug combinations with 297,098 pairs across 59 cell lines. Task: Regression. Given two drug SMILES strings and cell line genomic features, predict the synergy score measuring deviation from expected non-interaction effect. (1) Drug 1: C1=NC2=C(N1)C(=S)N=C(N2)N. Drug 2: CC(C)CN1C=NC2=C1C3=CC=CC=C3N=C2N. Cell line: UO-31. Synergy scores: CSS=22.5, Synergy_ZIP=-0.782, Synergy_Bliss=-2.52, Synergy_Loewe=-6.60, Synergy_HSA=-2.40. (2) Drug 1: C1=CC=C(C=C1)NC(=O)CCCCCCC(=O)NO. Drug 2: CCN(CC)CCCC(C)NC1=C2C=C(C=CC2=NC3=C1C=CC(=C3)Cl)OC. Cell line: MALME-3M. Synergy scores: CSS=35.2, Synergy_ZIP=-8.49, Synergy_Bliss=-6.80, Synergy_Loewe=-5.27, Synergy_HSA=-0.0748.